From a dataset of Full USPTO retrosynthesis dataset with 1.9M reactions from patents (1976-2016). Predict the reactants needed to synthesize the given product. (1) Given the product [CH3:7][O:6][SiH:5]([N:4]([SiH:21]([O:23][CH3:24])[O:20][CH3:19])[SiH:3]([O:10][CH3:11])[O:2][CH3:1])[O:8][CH3:9], predict the reactants needed to synthesize it. The reactants are: [CH3:1][O:2][SiH:3]([O:10][CH3:11])[NH:4][SiH:5]([O:8][CH3:9])[O:6][CH3:7].C(N(CC)CC)C.[CH3:19][O:20][SiH:21]([O:23][CH3:24])Cl. (2) Given the product [CH3:1][O:2][C:3]1[N:8]=[CH:7][C:6]([C:9]2[CH:10]=[CH:11][C:12]([C:13]([N:49]3[CH2:53][CH2:52][CH2:51][CH:50]3[CH2:54][CH2:55][C:56]3[CH:57]=[C:58]([CH:61]=[CH:62][CH:63]=3)[C:59]#[N:60])=[O:15])=[CH:16][CH:17]=2)=[CH:5][CH:4]=1, predict the reactants needed to synthesize it. The reactants are: [CH3:1][O:2][C:3]1[N:8]=[CH:7][C:6]([C:9]2[CH:17]=[CH:16][C:12]([C:13]([OH:15])=O)=[CH:11][CH:10]=2)=[CH:5][CH:4]=1.C(N(C(C)C)CC)(C)C.CN(C(ON1N=NC2C=CC=CC1=2)=[N+](C)C)C.[B-](F)(F)(F)F.[NH:49]1[CH2:53][CH2:52][CH2:51][CH:50]1[CH2:54][CH2:55][C:56]1[CH:57]=[C:58]([CH:61]=[CH:62][CH:63]=1)[C:59]#[N:60].